This data is from Catalyst prediction with 721,799 reactions and 888 catalyst types from USPTO. The task is: Predict which catalyst facilitates the given reaction. (1) Product: [C:1]([O:5][C:6]([N:8]1[CH2:25][CH2:24][N:11]2[C:12](=[O:23])[C:13]3[C:18]([C@@H:10]2[CH2:9]1)=[CH:17][C:16]([CH2:19][CH3:20])=[CH:15][C:14]=3[S:28]([CH3:32])(=[O:30])=[O:27])=[O:7])([CH3:2])([CH3:4])[CH3:3]. Reactant: [C:1]([O:5][C:6]([N:8]1[CH2:25][CH2:24][N:11]2[C:12](=[O:23])[C:13]3[C:18]([C@@H:10]2[CH2:9]1)=[CH:17][C:16]([CH2:19][CH3:20])=[CH:15][C:14]=3SC)=[O:7])([CH3:4])([CH3:3])[CH3:2].O[O:27][S:28]([O-:30])=O.[K+].[CH3:32]O. The catalyst class is: 6. (2) The catalyst class is: 9. Product: [CH2:22]([C:19]1[CH:20]=[CH:21][C:16]([CH:14]([OH:15])[CH2:13][O:1][C:2]2[CH:9]=[CH:8][C:5]([CH:6]=[O:7])=[CH:4][CH:3]=2)=[N:17][CH:18]=1)[CH3:23]. Reactant: [OH:1][C:2]1[CH:9]=[CH:8][C:5]([CH:6]=[O:7])=[CH:4][CH:3]=1.[H-].[Na+].Br[CH2:13][CH:14]([C:16]1[CH:21]=[CH:20][C:19]([CH2:22][CH3:23])=[CH:18][N:17]=1)[OH:15].O. (3) Reactant: C([O:4][C:5]1[CH:6]=[C:7]2[C:12](=[CH:13][CH:14]=1)[N:11]=[CH:10][C:9](Br)=[CH:8]2)(=O)C.[NH:16]1[CH2:21][CH2:20][O:19][CH2:18][CH2:17]1.CC1(C)C2C(=C(P(C3C=CC=CC=3)C3C=CC=CC=3)C=CC=2)OC2C(P(C3C=CC=CC=3)C3C=CC=CC=3)=CC=CC1=2.CC([O-])(C)C.[K+]. Product: [N:16]1([C:9]2[CH:10]=[N:11][C:12]3[C:7]([CH:8]=2)=[CH:6][C:5]([OH:4])=[CH:14][CH:13]=3)[CH2:21][CH2:20][O:19][CH2:18][CH2:17]1. The catalyst class is: 101. (4) Reactant: [F:1][C:2]1[CH:29]=[CH:28][C:5]([CH2:6][C:7]2[N:11]([CH2:12][C:13]([N:15]3[CH2:20][CH2:19][CH:18]([NH2:21])[CH2:17][CH2:16]3)=[O:14])[N:10]=[C:9]([C:22]3[CH:27]=[CH:26][N:25]=[CH:24][CH:23]=3)[CH:8]=2)=[CH:4][CH:3]=1.[CH:30]([N:33]=[C:34]=[O:35])([CH3:32])[CH3:31]. Product: [F:1][C:2]1[CH:3]=[CH:4][C:5]([CH2:6][C:7]2[N:11]([CH2:12][C:13]([N:15]3[CH2:16][CH2:17][CH:18]([NH:21][C:34]([NH:33][CH:30]([CH3:32])[CH3:31])=[O:35])[CH2:19][CH2:20]3)=[O:14])[N:10]=[C:9]([C:22]3[CH:23]=[CH:24][N:25]=[CH:26][CH:27]=3)[CH:8]=2)=[CH:28][CH:29]=1. The catalyst class is: 1. (5) Reactant: [O:1]1[CH2:5][CH2:4][CH2:3]C1.[C:6]12([OH:17])[CH2:15][CH:10]3[CH2:11][CH:12]([CH2:14][C:8]([OH:16])([CH2:9]3)[CH2:7]1)[CH2:13]2.[H-].[Na+].[CH2:20]([CH:22]1[O:24][CH2:23]1)Cl. Product: [CH2:20]([O:17][C:6]12[CH2:15][CH:10]3[CH2:11][CH:12]([CH2:14][C:8]([O:16][CH2:3][CH:4]4[O:1][CH2:5]4)([CH2:9]3)[CH2:7]1)[CH2:13]2)[CH:22]1[O:24][CH2:23]1. The catalyst class is: 22. (6) Reactant: Cl[C:2]1[N:7]=[C:6]([CH3:8])[N:5]([CH2:9][C:10]2[S:11][C:12]([C:15]([F:18])([F:17])[F:16])=[CH:13][CH:14]=2)[C:4](=[O:19])[N:3]=1.[NH:20]1[C:28]2[C:23](=[CH:24][CH:25]=[CH:26][CH:27]=2)[CH2:22][CH2:21]1. Product: [N:20]1([C:2]2[N:7]=[C:6]([CH3:8])[N:5]([CH2:9][C:10]3[S:11][C:12]([C:15]([F:18])([F:17])[F:16])=[CH:13][CH:14]=3)[C:4](=[O:19])[N:3]=2)[C:28]2[C:23](=[CH:24][CH:25]=[CH:26][CH:27]=2)[CH2:22][CH2:21]1. The catalyst class is: 22. (7) The catalyst class is: 7. Product: [CH3:11][N:10]([CH2:9][CH2:8][NH:3][C:23](=[CH:22][C:21](=[N:20][CH2:19][CH2:18][N:16]([CH3:15])[CH3:17])[CH3:26])[CH3:24])[CH3:12]. Reactant: C[Si](C)(C)[N:3]([CH2:8][CH2:9][N:10]([CH3:12])[CH3:11])[Si](C)(C)C.[CH3:15][N:16]([CH2:18][CH2:19][NH:20][C:21]([CH3:26])=[CH:22][C:23](=O)[CH3:24])[CH3:17].FC(F)(F)C(F)(F)C(O)=O.CC(C)([O-])C.[Na+]. (8) Reactant: [N:1]1([C:5](=[O:16])[CH2:6][C:7]2[CH:12]=[CH:11][CH:10]=[C:9]([N+:13]([O-])=O)[CH:8]=2)[CH2:4][CH2:3][CH2:2]1. Product: [NH2:13][C:9]1[CH:8]=[C:7]([CH2:6][C:5]([N:1]2[CH2:4][CH2:3][CH2:2]2)=[O:16])[CH:12]=[CH:11][CH:10]=1. The catalyst class is: 19. (9) Reactant: [Br:1][C:2]1[CH:3]=[CH:4][CH:5]=[C:6]2[C:10]=1[NH:9][CH2:8][CH2:7]2.[CH3:11][O:12][C:13]1[CH:14]=[C:15]([CH:18]=[CH:19][CH:20]=1)[CH2:16]Br.C([O-])([O-])=O.[K+].[K+]. Product: [Br:1][C:2]1[CH:3]=[CH:4][CH:5]=[C:6]2[C:10]=1[N:9]([CH2:16][C:15]1[CH:18]=[CH:19][CH:20]=[C:13]([O:12][CH3:11])[CH:14]=1)[CH2:8][CH2:7]2. The catalyst class is: 3.